Predict the reactants needed to synthesize the given product. From a dataset of Full USPTO retrosynthesis dataset with 1.9M reactions from patents (1976-2016). (1) Given the product [CH3:1][O:2][C:3](=[O:12])[CH2:4][C:5]1[CH:6]=[C:7]2[C:8](=[CH:9][CH:10]=1)[O:11][C:23]([CH3:27])([CH3:22])[CH:24]=[CH:25]2, predict the reactants needed to synthesize it. The reactants are: [CH3:1][O:2][C:3](=[O:12])[CH2:4][C:5]1[CH:10]=[CH:9][C:8]([OH:11])=[CH:7][CH:6]=1.C1(B(O)O)C=CC=CC=1.[CH3:22][C:23]([CH3:27])=[CH:24][CH:25]=O.C1(O)C=CC=CC=1. (2) Given the product [CH2:1]([N:8]1[CH:12]=[C:11]([CH2:13][OH:14])[C:10]([O:18][CH2:19][C:20]2[CH:25]=[CH:24][C:23]([O:26][CH2:27][C:28]3[N:29]=[C:30]([C:34]4[O:35][CH:36]=[CH:37][CH:38]=4)[O:31][C:32]=3[CH3:33])=[CH:22][C:21]=2[O:39][CH3:40])=[N:9]1)[C:2]1[CH:3]=[CH:4][CH:5]=[CH:6][CH:7]=1, predict the reactants needed to synthesize it. The reactants are: [CH2:1]([N:8]1[CH:12]=[C:11]([C:13](OCC)=[O:14])[C:10]([O:18][CH2:19][C:20]2[CH:25]=[CH:24][C:23]([O:26][CH2:27][C:28]3[N:29]=[C:30]([C:34]4[O:35][CH:36]=[CH:37][CH:38]=4)[O:31][C:32]=3[CH3:33])=[CH:22][C:21]=2[O:39][CH3:40])=[N:9]1)[C:2]1[CH:7]=[CH:6][CH:5]=[CH:4][CH:3]=1.[H-].[Al+3].[Li+].[H-].[H-].[H-].O.O.O.O.O.O.O.O.O.O.S([O-])([O-])(=O)=O.[Na+].[Na+]. (3) The reactants are: Cl.[Br:2][C:3]1[CH:8]=[CH:7][C:6]([CH2:9][NH2:10])=[C:5]([F:11])[CH:4]=1.C(N(CC)CC)C.[C:19](O[C:19]([O:21][C:22]([CH3:25])([CH3:24])[CH3:23])=[O:20])([O:21][C:22]([CH3:25])([CH3:24])[CH3:23])=[O:20]. Given the product [Br:2][C:3]1[CH:8]=[CH:7][C:6]([CH2:9][NH:10][C:19](=[O:20])[O:21][C:22]([CH3:25])([CH3:24])[CH3:23])=[C:5]([F:11])[CH:4]=1, predict the reactants needed to synthesize it. (4) Given the product [Cl:17][C:2]1[C:11]2[C:6](=[CH:7][CH:8]=[CH:9][N:10]=2)[N:5]=[CH:4][C:3]=1[N+:12]([O-:14])=[O:13], predict the reactants needed to synthesize it. The reactants are: O[C:2]1[C:11]2[C:6](=[CH:7][CH:8]=[CH:9][N:10]=2)[N:5]=[CH:4][C:3]=1[N+:12]([O-:14])=[O:13].P(Cl)(Cl)([Cl:17])=O. (5) Given the product [F:22][C:13]1[C:12]([CH2:11][C:8]2[N:6]3[N:7]=[C:2]([N:26]4[CH2:27][CH2:28][NH:23][C:24](=[O:29])[CH2:25]4)[CH:3]=[CH:4][C:5]3=[N:10][CH:9]=2)=[CH:21][CH:20]=[C:19]2[C:14]=1[CH:15]=[CH:16][CH:17]=[N:18]2, predict the reactants needed to synthesize it. The reactants are: Cl[C:2]1[CH:3]=[CH:4][C:5]2[N:6]([C:8]([CH2:11][C:12]3[C:13]([F:22])=[C:14]4[C:19](=[CH:20][CH:21]=3)[N:18]=[CH:17][CH:16]=[CH:15]4)=[CH:9][N:10]=2)[N:7]=1.[NH:23]1[CH2:28][CH2:27][NH:26][CH2:25][C:24]1=[O:29].